From a dataset of Full USPTO retrosynthesis dataset with 1.9M reactions from patents (1976-2016). Predict the reactants needed to synthesize the given product. (1) Given the product [NH2:19][C:16]1[CH:17]=[CH:18][C:13]([C:8]2[CH:9]=[C:10]3[C:5](=[CH:6][CH:7]=2)[C:4](=[O:22])[C:3]([CH2:23][C:24]([O:26][CH2:27][CH3:28])=[O:25])([CH2:1][CH3:2])[CH2:12][CH2:11]3)=[N:14][CH:15]=1, predict the reactants needed to synthesize it. The reactants are: [CH2:1]([C:3]1([CH2:23][C:24]([O:26][CH2:27][CH3:28])=[O:25])[CH2:12][CH2:11][C:10]2[C:5](=[CH:6][CH:7]=[C:8]([C:13]3[CH:18]=[CH:17][C:16]([N+:19]([O-])=O)=[CH:15][N:14]=3)[CH:9]=2)[C:4]1=[O:22])[CH3:2].[NH4+].[Cl-]. (2) Given the product [CH2:26]([N+:3]1[C:4]2[C:9](=[CH:8][C:7]([S:20]([O-:23])(=[O:21])=[O:22])=[CH:6][CH:5]=2)[C:10]([CH3:19])([CH2:11][CH2:12][CH2:13][CH2:14][S:15]([OH:18])(=[O:16])=[O:17])[C:2]=1[CH3:1])[CH3:27], predict the reactants needed to synthesize it. The reactants are: [CH3:1][C:2]1[C:10]([CH3:19])([CH2:11][CH2:12][CH2:13][CH2:14][S:15]([O-:18])(=[O:17])=[O:16])[C:9]2[C:4](=[CH:5][CH:6]=[C:7]([S:20]([O-:23])(=[O:22])=[O:21])[CH:8]=2)[N:3]=1.[Na+].[Na+].[CH2:26](OS(C1C=CC(C)=CC=1)(=O)=O)[CH3:27].C1S(=O)(=O)CCC1.CO. (3) Given the product [NH2:31][C:30]1[C:29]2[C:28]([C:32]3[CH:37]=[CH:36][C:35]([O:38][C:39]4[CH:44]=[CH:43][CH:42]=[CH:41][CH:40]=4)=[CH:34][CH:33]=3)=[CH:27][N:26]([C:45]3[CH:46]=[C:47]([CH2:51][OH:52])[CH:48]=[CH:49][CH:50]=3)[C:25]=2[N:24]=[CH:2][N:1]=1, predict the reactants needed to synthesize it. The reactants are: [NH2:1][C:2]1N(C2C=CC=C(CO)C=2)C=C(C2C=CC(Cl)=CC=2)C=1C#N.[NH2:24][C:25]1[N:26]([C:45]2[CH:50]=[CH:49][CH:48]=[C:47]([CH2:51][OH:52])[CH:46]=2)[CH:27]=[C:28]([C:32]2[CH:37]=[CH:36][C:35]([O:38][C:39]3[CH:44]=[CH:43][CH:42]=[CH:41][CH:40]=3)=[CH:34][CH:33]=2)[C:29]=1[C:30]#[N:31].C(OCC)(OCC)OCC.O.C1(C)C=CC(S(O)(=O)=O)=CC=1. (4) Given the product [Cl:1][C:2]1[C:3]2[N:4]([C:8]([CH:11]3[CH2:16][CH2:15][CH2:14]3)=[N:9][CH:10]=2)[CH:5]=[CH:6][N:7]=1, predict the reactants needed to synthesize it. The reactants are: [Cl:1][C:2]1[C:3]2[N:4]([C:8]([C@H:11]3[CH2:16][CH2:15][C@H:14](C(OC)=O)CC3)=[N:9][CH:10]=2)[CH:5]=[CH:6][N:7]=1.ClC1C(CNC([C@H]2CC[C@H](C(OC)=O)CC2)=O)=NC=CN=1.C1(C(O)=O)CCC1. (5) Given the product [CH3:45][CH:40]1[CH2:41][CH2:42][CH2:43][CH2:44][N:39]1[C:35]1[N:34]=[C:33]([C:17]2[C:16]3[C:20](=[CH:21][CH:22]=[C:14]([C:11]4[O:10][C:9]([NH2:8])=[N:13][N:12]=4)[CH:15]=3)[N:19]([S:23]([C:26]3[CH:27]=[CH:28][C:29]([CH3:30])=[CH:31][CH:32]=3)(=[O:24])=[O:25])[CH:18]=2)[CH:38]=[N:37][CH:36]=1, predict the reactants needed to synthesize it. The reactants are: COC1C=CC(C[NH:8][C:9]2[O:10][C:11]([C:14]3[CH:15]=[C:16]4[C:20](=[CH:21][CH:22]=3)[N:19]([S:23]([C:26]3[CH:32]=[CH:31][C:29]([CH3:30])=[CH:28][CH:27]=3)(=[O:25])=[O:24])[CH:18]=[C:17]4[C:33]3[CH:38]=[N:37][CH:36]=[C:35]([N:39]4[CH2:44][CH2:43][CH2:42][CH2:41][CH:40]4[CH3:45])[N:34]=3)=[N:12][N:13]=2)=CC=1. (6) Given the product [S:1]1[CH:5]=[CH:4][CH:3]=[C:2]1[C:15]12[CH2:16][N:17]([C:19]([O:21][CH2:22][C:23]3[CH:28]=[CH:27][CH:26]=[CH:25][CH:24]=3)=[O:20])[CH2:18][CH:14]1[CH2:13][O:12][NH:11]2, predict the reactants needed to synthesize it. The reactants are: [S:1]1[CH:5]=[CH:4][CH:3]=[CH:2]1.C([Li])CCC.[N:11]1[O:12][CH2:13][CH:14]2[CH2:18][N:17]([C:19]([O:21][CH2:22][C:23]3[CH:28]=[CH:27][CH:26]=[CH:25][CH:24]=3)=[O:20])[CH2:16][C:15]=12. (7) Given the product [CH:1]1([N:5]2[CH2:6][CH2:7][N:8]([C:11]([C:13]3[CH:14]=[C:15]4[C:19](=[CH:20][CH:21]=3)[N:18]([C:38]3[CH:39]=[C:34]([CH:35]=[CH:36][CH:37]=3)[C:32]#[N:33])[C:17]([C:22]([N:24]3[CH2:29][CH2:28][S:27](=[O:30])(=[O:31])[CH2:26][CH2:25]3)=[O:23])=[CH:16]4)=[O:12])[CH2:9][CH2:10]2)[CH2:2][CH2:3][CH2:4]1, predict the reactants needed to synthesize it. The reactants are: [CH:1]1([N:5]2[CH2:10][CH2:9][N:8]([C:11]([C:13]3[CH:14]=[C:15]4[C:19](=[CH:20][CH:21]=3)[NH:18][C:17]([C:22]([N:24]3[CH2:29][CH2:28][S:27](=[O:31])(=[O:30])[CH2:26][CH2:25]3)=[O:23])=[CH:16]4)=[O:12])[CH2:7][CH2:6]2)[CH2:4][CH2:3][CH2:2]1.[C:32]([C:34]1[CH:35]=[C:36](B(O)O)[CH:37]=[CH:38][CH:39]=1)#[N:33].N1C=CC=CC=1. (8) Given the product [CH3:13][N:8]1[CH2:7][CH2:6][C:5]2[C:10](=[CH:11][C:2]([B:14]3[O:18][C:17]([CH3:20])([CH3:19])[C:16]([CH3:22])([CH3:21])[O:15]3)=[CH:3][CH:4]=2)[C:9]1=[O:12], predict the reactants needed to synthesize it. The reactants are: Br[C:2]1[CH:11]=[C:10]2[C:5]([CH2:6][CH2:7][N:8]([CH3:13])[C:9]2=[O:12])=[CH:4][CH:3]=1.[B:14]1([B:14]2[O:18][C:17]([CH3:20])([CH3:19])[C:16]([CH3:22])([CH3:21])[O:15]2)[O:18][C:17]([CH3:20])([CH3:19])[C:16]([CH3:22])([CH3:21])[O:15]1. (9) Given the product [Si:23]([O:1][CH:2]1[CH2:7][CH2:6][CH:5]([C:8]([N:10]([O:12][CH3:13])[CH3:11])=[O:9])[CH2:4][CH2:3]1)([C:19]([CH3:22])([CH3:21])[CH3:20])([CH3:25])[CH3:24], predict the reactants needed to synthesize it. The reactants are: [OH:1][CH:2]1[CH2:7][CH2:6][CH:5]([C:8]([N:10]([O:12][CH3:13])[CH3:11])=[O:9])[CH2:4][CH2:3]1.N1C=CN=C1.[C:19]([Si:23](Cl)([CH3:25])[CH3:24])([CH3:22])([CH3:21])[CH3:20].O. (10) Given the product [NH:36]1[C:37]2[C:33](=[CH:32][CH:31]=[C:30]([NH:29][C:15]([C:14]3[CH:13]=[CH:12][C:11]([C:6]4[C:5]5[C:9](=[CH:10][C:2]([NH:1][C:26]([C:22]6[N:21]([CH3:20])[CH:25]=[CH:24][CH:23]=6)=[O:28])=[CH:3][CH:4]=5)[NH:8][CH:7]=4)=[CH:19][CH:18]=3)=[O:17])[CH:38]=2)[CH:34]=[CH:35]1, predict the reactants needed to synthesize it. The reactants are: [NH2:1][C:2]1[CH:10]=[C:9]2[C:5]([C:6]([C:11]3[CH:19]=[CH:18][C:14]([C:15]([OH:17])=O)=[CH:13][CH:12]=3)=[CH:7][NH:8]2)=[CH:4][CH:3]=1.[CH3:20][N:21]1[CH:25]=[CH:24][CH:23]=[C:22]1[C:26]([OH:28])=O.[NH2:29][C:30]1[CH:38]=[C:37]2[C:33]([CH:34]=[CH:35][NH:36]2)=[CH:32][CH:31]=1.